Dataset: Forward reaction prediction with 1.9M reactions from USPTO patents (1976-2016). Task: Predict the product of the given reaction. (1) Given the reactants [F:1][C:2]([F:10])([F:9])[C:3]([CH3:8])([CH3:7])[C:4](O)=[O:5].[CH3:11][O:12][C:13]1[CH:18]=[CH:17][C:16]([NH:19][C:20](=[O:30])[C:21]2[CH:26]=[C:25]([CH2:27][NH2:28])[CH:24]=[CH:23][C:22]=2[Cl:29])=[CH:15][C:14]=1[C:31]([NH:33][C:34]1[CH:39]=[CH:38][C:37]([Br:40])=[CH:36][CH:35]=1)=[O:32].C(N(CC)CC)C.CN(C(ON1N=NC2C=CC=CC1=2)=[N+](C)C)C.[B-](F)(F)(F)F, predict the reaction product. The product is: [CH3:11][O:12][C:13]1[CH:18]=[CH:17][C:16]([NH:19][C:20](=[O:30])[C:21]2[CH:26]=[C:25]([CH2:27][NH:28][C:4]([C:3]([CH3:8])([CH3:7])[C:2]([F:10])([F:9])[F:1])=[O:5])[CH:24]=[CH:23][C:22]=2[Cl:29])=[CH:15][C:14]=1[C:31]([NH:33][C:34]1[CH:35]=[CH:36][C:37]([Br:40])=[CH:38][CH:39]=1)=[O:32]. (2) Given the reactants [CH3:1][O:2][C:3]1[CH:33]=[CH:32][C:6]([CH2:7][N:8]([CH2:23][C:24]2[CH:29]=[CH:28][C:27]([O:30][CH3:31])=[CH:26][CH:25]=2)[C:9]2[C:10]3[CH:18]=[N:17][CH:16]=[C:15]([C:19]([O:21]C)=[O:20])[C:11]=3[N:12]=[CH:13][N:14]=2)=[CH:5][CH:4]=1.O.[OH-].[Li+].C(O)(=O)C, predict the reaction product. The product is: [CH3:1][O:2][C:3]1[CH:4]=[CH:5][C:6]([CH2:7][N:8]([CH2:23][C:24]2[CH:25]=[CH:26][C:27]([O:30][CH3:31])=[CH:28][CH:29]=2)[C:9]2[C:10]3[CH:18]=[N:17][CH:16]=[C:15]([C:19]([OH:21])=[O:20])[C:11]=3[N:12]=[CH:13][N:14]=2)=[CH:32][CH:33]=1. (3) Given the reactants [CH3:1][C:2]1[O:6][N:5]=[C:4]([C:7]2[CH:12]=[CH:11][CH:10]=[CH:9][CH:8]=2)[C:3]=1[C:13]([NH:15][NH2:16])=[O:14].N1([C:22]([C:24]2[CH:33]=[CH:32][C:27]3[NH:28][C:29](=[O:31])[NH:30][C:26]=3[CH:25]=2)=O)C=CN=C1.P(Cl)(Cl)(Cl)=O.O, predict the reaction product. The product is: [CH3:1][C:2]1[O:6][N:5]=[C:4]([C:7]2[CH:12]=[CH:11][CH:10]=[CH:9][CH:8]=2)[C:3]=1[C:13]1[O:14][C:22]([C:24]2[CH:33]=[CH:32][C:27]3[NH:28][C:29](=[O:31])[NH:30][C:26]=3[CH:25]=2)=[N:16][N:15]=1. (4) Given the reactants [CH2:1]([N:8]1[C:20]2[CH2:19][CH2:18][CH2:17][CH2:16][C:15]=2[C:14]2[C:9]1=[CH:10][CH:11]=[C:12](Br)[CH:13]=2)[C:2]1[CH:7]=[CH:6][CH:5]=[CH:4][CH:3]=1.C([O-])([O-])=O.[K+].[K+].[CH3:28][O:29][C:30]1[CH:35]=[CH:34][C:33](B(O)O)=[CH:32][CH:31]=1.ClCCl, predict the reaction product. The product is: [CH2:1]([N:8]1[C:20]2[CH2:19][CH2:18][CH2:17][CH2:16][C:15]=2[C:14]2[C:9]1=[CH:10][CH:11]=[C:12]([C:33]1[CH:34]=[CH:35][C:30]([O:29][CH3:28])=[CH:31][CH:32]=1)[CH:13]=2)[C:2]1[CH:7]=[CH:6][CH:5]=[CH:4][CH:3]=1. (5) Given the reactants [C:1]([O:5][C:6](=[O:36])[C@H:7]([C:26]([O:28][CH2:29][C:30]1[CH:35]=[CH:34][CH:33]=[CH:32][CH:31]=1)=[O:27])[CH2:8][CH2:9][CH:10]([NH:18][C:19]([O:21][C:22]([CH3:25])([CH3:24])[CH3:23])=[O:20])[C:11]([O:13][C:14]([CH3:17])([CH3:16])[CH3:15])=[O:12])([CH3:4])([CH3:3])[CH3:2].[H-].[Na+].[CH2:39](Br)[C:40]1[CH:45]=[CH:44][CH:43]=[CH:42][CH:41]=1, predict the reaction product. The product is: [C:14]([O:13][C:11](=[O:12])[C@@H:10]([NH:18][C:19]([O:21][C:22]([CH3:23])([CH3:24])[CH3:25])=[O:20])[CH2:9][CH2:8][C:7]([C:26]([O:28][CH2:29][C:30]1[CH:31]=[CH:32][CH:33]=[CH:34][CH:35]=1)=[O:27])([C:6]([O:5][C:1]([CH3:2])([CH3:3])[CH3:4])=[O:36])[CH2:39][C:40]1[CH:45]=[CH:44][C:43]([O:28][CH2:29][C:30]2[CH:35]=[CH:34][CH:33]=[CH:32][CH:31]=2)=[CH:42][CH:41]=1)([CH3:17])([CH3:16])[CH3:15]. (6) Given the reactants [Cl:1][C:2]1[CH:3]=[C:4]([CH:6]=[CH:7][C:8]=1[O:9][C:10]1[CH:15]=[CH:14][CH:13]=[C:12]([O:16][CH2:17][C:18]([CH3:21])([CH3:20])[CH3:19])[CH:11]=1)[NH2:5].C([O:26][C:27](=O)[NH:28][CH2:29][CH2:30][N:31]1[C:39]2[C:38](Cl)=[N:37][CH:36]=[N:35][C:34]=2[CH:33]=[CH:32]1)(C)(C)C.Cl.C(OCC)(=O)C.[CH3:49][S:50]([CH2:53]C(O)=O)(=[O:52])=[O:51].Cl.C(N=C=NCCCN(C)C)C.ON1C2C=CC=CC=2N=N1, predict the reaction product. The product is: [Cl:1][C:2]1[CH:3]=[C:4]([NH:5][C:38]2[C:39]3[N:31]([CH2:30][CH2:29][NH:28][C:27](=[O:26])[CH2:49][S:50]([CH3:53])(=[O:52])=[O:51])[CH:32]=[CH:33][C:34]=3[N:35]=[CH:36][N:37]=2)[CH:6]=[CH:7][C:8]=1[O:9][C:10]1[CH:15]=[CH:14][CH:13]=[C:12]([O:16][CH2:17][C:18]([CH3:21])([CH3:20])[CH3:19])[CH:11]=1. (7) Given the reactants [O:1]=[C:2]1[C:10]2[C:5](=[CH:6][CH:7]=[CH:8][CH:9]=2)[CH:4](P(=O)(OC)OC)[O:3]1.[Cl:17][C:18]1[CH:25]=[CH:24][C:21]([CH:22]=O)=[CH:20][C:19]=1[N+:26]([O-:28])=[O:27].C(N(CC)CC)C, predict the reaction product. The product is: [Cl:17][C:18]1[CH:25]=[CH:24][C:21]([CH:22]=[C:4]2[C:5]3[C:10](=[CH:9][CH:8]=[CH:7][CH:6]=3)[C:2](=[O:1])[O:3]2)=[CH:20][C:19]=1[N+:26]([O-:28])=[O:27]. (8) The product is: [Cl:1][C:2]1[CH:3]=[CH:4][C:5]2[NH:11][C:10](=[S:39])[C@@H:9]([CH2:13][C:14]([O:16][CH:17]([CH3:19])[CH3:18])=[O:15])[S:8][C@H:7]([C:20]3[CH:25]=[CH:24][CH:23]=[C:22]([O:26][CH3:27])[C:21]=3[Cl:28])[C:6]=2[CH:29]=1. Given the reactants [Cl:1][C:2]1[CH:3]=[CH:4][C:5]2[NH:11][C:10](=O)[C@@H:9]([CH2:13][C:14]([O:16][CH:17]([CH3:19])[CH3:18])=[O:15])[S:8][C@H:7]([C:20]3[CH:25]=[CH:24][CH:23]=[C:22]([O:26][CH3:27])[C:21]=3[Cl:28])[C:6]=2[CH:29]=1.COC1C=CC(P2(SP(C3C=CC(OC)=CC=3)(=S)S2)=[S:39])=CC=1, predict the reaction product. (9) The product is: [BrH:15].[N:1]1[CH:5]=[CH:4][N:3]2[C:2]=1[C:6]1[CH:12]=[CH:11][CH:10]=[CH:9][C:7]=1[N:8]=[C:14]2[NH2:13]. Given the reactants [NH:1]1[CH:5]=[CH:4][N:3]=[C:2]1[C:6]1[CH:12]=[CH:11][CH:10]=[CH:9][C:7]=1[NH2:8].[N:13]#[C:14][Br:15].O, predict the reaction product. (10) Given the reactants [CH3:1][O:2][CH2:3][CH2:4][NH2:5].[Br:6][C:7]1[CH:8]=[C:9]([CH:13]=[CH:14][CH:15]=1)[C:10](O)=[O:11].CCN(C(C)C)C(C)C.CN(C(ON1N=NC2C=CC=NC1=2)=[N+](C)C)C.F[P-](F)(F)(F)(F)F, predict the reaction product. The product is: [Br:6][C:7]1[CH:8]=[C:9]([CH:13]=[CH:14][CH:15]=1)[C:10]([NH:5][CH2:4][CH2:3][O:2][CH3:1])=[O:11].